Dataset: Retrosynthesis with 50K atom-mapped reactions and 10 reaction types from USPTO. Task: Predict the reactants needed to synthesize the given product. (1) Given the product CC(C)(CN)c1ccc([N+](=O)[O-])cc1F, predict the reactants needed to synthesize it. The reactants are: CC(C)(C#N)c1ccc([N+](=O)[O-])cc1F. (2) Given the product Cc1c(C=C2C(=O)Nc3cccc(Br)c32)[nH]c2c1C(=O)N(CCN1CCCCC1)CCC2, predict the reactants needed to synthesize it. The reactants are: Cc1c(C=O)[nH]c2c1C(=O)N(CCN1CCCCC1)CCC2.O=C1Cc2c(Br)cccc2N1. (3) Given the product CCOCc1nc2c(N)nc3cc(OCCNC(=O)NC(C)C)ccc3c2n1CC(C)(C)O, predict the reactants needed to synthesize it. The reactants are: CC(C)N=C=O.CCOCc1nc2c(N)nc3cc(OCCN)ccc3c2n1CC(C)(C)O. (4) Given the product Nc1ccc(C(=O)N2Cc3ccnn3Cc3ccccc32)c(Cl)c1, predict the reactants needed to synthesize it. The reactants are: O=C(c1ccc([N+](=O)[O-])cc1Cl)N1Cc2ccnn2Cc2ccccc21. (5) Given the product O[C@H]1CCN(CCOc2n[nH]c3ncnc(Nc4ccc(OCc5ccccn5)c(Cl)c4)c23)C1, predict the reactants needed to synthesize it. The reactants are: ClCCOc1n[nH]c2ncnc(Nc3ccc(OCc4ccccn4)c(Cl)c3)c12.O[C@H]1CCNC1. (6) Given the product CCOC(=O)CNC(=O)c1cc2sc(Cl)c(Cl)c2[nH]1, predict the reactants needed to synthesize it. The reactants are: CCOC(=O)CN.O=C(O)c1cc2sc(Cl)c(Cl)c2[nH]1. (7) The reactants are: CS(=O)(=O)c1ccc(Cl)c(C(=O)O)c1.NCC(CC1CC1)c1ccc(C(F)(F)F)nc1. Given the product CS(=O)(=O)c1ccc(Cl)c(C(=O)NCC(CC2CC2)c2ccc(C(F)(F)F)nc2)c1, predict the reactants needed to synthesize it. (8) Given the product COc1ccc(Cl)c(-c2cc(C)c3nc(Nc4ccc(S(=O)(=O)N5CCN(C)CC5)cc4)nnc3c2)c1, predict the reactants needed to synthesize it. The reactants are: CN1CCN(S(=O)(=O)c2ccc(Br)cc2)CC1.COc1ccc(Cl)c(-c2cc(C)c3nc(N)nnc3c2)c1. (9) Given the product Cn1ncc2[nH]c3cccc(-c4ccc(O)cc4)c3c(=O)c21, predict the reactants needed to synthesize it. The reactants are: COc1ccc(-c2cccc3[nH]c4cnn(C)c4c(=O)c23)cc1. (10) The reactants are: CC(C)CN.O=S(=O)(Nc1cccc(-c2ncsc2-c2ccnc(Cl)n2)c1)c1c(F)cccc1F. Given the product CC(C)CNc1nccc(-c2scnc2-c2cccc(NS(=O)(=O)c3c(F)cccc3F)c2)n1, predict the reactants needed to synthesize it.